This data is from Full USPTO retrosynthesis dataset with 1.9M reactions from patents (1976-2016). The task is: Predict the reactants needed to synthesize the given product. (1) Given the product [CH3:22][C:17]1[C:15]2[N:16]=[C:12]([CH2:8][CH2:9][C:10]#[C:11][C:2]3[CH:7]=[CH:6][CH:5]=[CH:4][N:3]=3)[S:13][C:14]=2[C:20]([CH3:21])=[CH:19][CH:18]=1, predict the reactants needed to synthesize it. The reactants are: Br[C:2]1[CH:7]=[CH:6][CH:5]=[CH:4][N:3]=1.[CH2:8]([C:12]1[S:13][C:14]2[C:20]([CH3:21])=[CH:19][CH:18]=[C:17]([CH3:22])[C:15]=2[N:16]=1)[CH2:9][C:10]#[CH:11]. (2) Given the product [CH3:19][C:20]1[CH:24]=[C:23]([CH3:25])[N:22]([C:2]2[N:11]=[C:10]([NH:12][C:13]3[CH:18]=[CH:17][CH:16]=[CH:15][CH:14]=3)[C:9]3[C:4](=[CH:5][CH:6]=[CH:7][CH:8]=3)[N:3]=2)[N:21]=1, predict the reactants needed to synthesize it. The reactants are: Cl[C:2]1[N:11]=[C:10]([NH:12][C:13]2[CH:18]=[CH:17][CH:16]=[CH:15][CH:14]=2)[C:9]2[C:4](=[CH:5][CH:6]=[CH:7][CH:8]=2)[N:3]=1.[CH3:19][C:20]1[CH:24]=[C:23]([CH3:25])[NH:22][N:21]=1. (3) Given the product [Cl:1][C:2]1[CH:3]=[C:4]([N:9]2[CH2:14][CH2:13][N:12]([C:15]([CH:17]3[CH2:22][CH2:21][CH2:20][NH:19][CH2:18]3)=[O:16])[CH2:11][CH2:10]2)[CH:5]=[CH:6][C:7]=1[Cl:8], predict the reactants needed to synthesize it. The reactants are: [Cl:1][C:2]1[CH:3]=[C:4]([N:9]2[CH2:14][CH2:13][N:12]([C:15]([CH:17]3[CH2:22][CH2:21][CH2:20][N:19](C(OC(C)(C)C)=O)[CH2:18]3)=[O:16])[CH2:11][CH2:10]2)[CH:5]=[CH:6][C:7]=1[Cl:8].C(O)(C(F)(F)F)=O. (4) Given the product [C:43]([O:42][C:40]([NH:41][C:2]1[CH:11]=[C:10]2[C:5]([CH:6]=[CH:7][C:8](=[O:39])[N:9]2[CH2:12][CH2:13][N:14]2[CH2:19][CH2:18][CH:17]([N:20]([CH2:28][C:29]3[N:34]=[CH:33][C:32]4[O:35][CH2:36][CH2:37][O:38][C:31]=4[CH:30]=3)[C:21](=[O:27])[O:22][C:23]([CH3:26])([CH3:25])[CH3:24])[CH2:16][CH2:15]2)=[N:4][CH:3]=1)=[O:47])([CH3:46])([CH3:45])[CH3:44], predict the reactants needed to synthesize it. The reactants are: Br[C:2]1[CH:11]=[C:10]2[C:5]([CH:6]=[CH:7][C:8](=[O:39])[N:9]2[CH2:12][CH2:13][N:14]2[CH2:19][CH2:18][CH:17]([N:20]([CH2:28][C:29]3[N:34]=[CH:33][C:32]4[O:35][CH2:36][CH2:37][O:38][C:31]=4[CH:30]=3)[C:21](=[O:27])[O:22][C:23]([CH3:26])([CH3:25])[CH3:24])[CH2:16][CH2:15]2)=[N:4][CH:3]=1.[C:40](=[O:47])([O:42][C:43]([CH3:46])([CH3:45])[CH3:44])[NH2:41].C(=O)([O-])[O-].[Cs+].[Cs+]. (5) Given the product [CH3:25][N:17]([CH2:16][C:4]1[CH:3]=[C:2]([C:28]2[CH:29]=[CH:30][S:26][CH:27]=2)[N:6]([S:7]([C:10]2[CH:15]=[CH:14][CH:13]=[CH:12][CH:11]=2)(=[O:9])=[O:8])[CH:5]=1)[C:18](=[O:24])[O:19][C:20]([CH3:23])([CH3:22])[CH3:21], predict the reactants needed to synthesize it. The reactants are: Br[C:2]1[N:6]([S:7]([C:10]2[CH:15]=[CH:14][CH:13]=[CH:12][CH:11]=2)(=[O:9])=[O:8])[CH:5]=[C:4]([CH2:16][N:17]([CH3:25])[C:18](=[O:24])[O:19][C:20]([CH3:23])([CH3:22])[CH3:21])[CH:3]=1.[S:26]1[CH:30]=[CH:29][C:28](B(O)O)=[CH:27]1.C(=O)([O-])[O-].[Na+].[Na+].C(=O)([O-])O.[Na+]. (6) Given the product [NH:15]1[CH:16]=[CH:17][C:13]([C:9]2[CH:8]=[C:7]([C:5]3[N:23]4[N:24]=[CH:20][C:21]([C:25]([C:27]5[S:28][CH:29]=[CH:30][CH:31]=5)=[O:26])=[C:18]4[N:2]=[CH:3][CH:4]=3)[CH:12]=[CH:11][CH:10]=2)=[N:14]1, predict the reactants needed to synthesize it. The reactants are: C[N:2]([CH3:18])/[CH:3]=[CH:4]/[C:5]([C:7]1[CH:12]=[CH:11][CH:10]=[C:9]([C:13]2[CH:17]=[CH:16][NH:15][N:14]=2)[CH:8]=1)=O.N[C:20]1[NH:24][N:23]=C[C:21]=1[C:25]([C:27]1[S:28][CH:29]=[CH:30][CH:31]=1)=[O:26]. (7) Given the product [OH:10][C@H:7]1[CH2:8][CH2:9][N:5]([CH2:4][CH:3]([N:2]([CH3:1])[C:43](=[O:44])[CH:42]([C:46]2[CH:51]=[CH:50][CH:49]=[CH:48][CH:47]=2)[C:36]2[CH:41]=[CH:40][CH:39]=[CH:38][CH:37]=2)[C:11]2[CH:12]=[CH:13][C:14]([O:17][CH2:18][CH2:19][O:20][CH:21]3[CH2:26][CH2:25][CH2:24][CH2:23][O:22]3)=[CH:15][CH:16]=2)[CH2:6]1, predict the reactants needed to synthesize it. The reactants are: [CH3:1][NH:2][C@@H:3]([C:11]1[CH:16]=[CH:15][C:14]([O:17][CH2:18][CH2:19][O:20][CH:21]2[CH2:26][CH2:25][CH2:24][CH2:23][O:22]2)=[CH:13][CH:12]=1)[CH2:4][N:5]1[CH2:9][CH2:8][C@H:7]([OH:10])[CH2:6]1.C(N(C(C)C)CC)(C)C.[C:36]1([CH:42]([C:46]2[CH:51]=[CH:50][CH:49]=[CH:48][CH:47]=2)[C:43](Cl)=[O:44])[CH:41]=[CH:40][CH:39]=[CH:38][CH:37]=1.